This data is from Reaction yield outcomes from USPTO patents with 853,638 reactions. The task is: Predict the reaction yield, written as a fraction of the theoretical maximum amount of product (1.0 means a 100% yield; for example, 0.34 means a 34% yield). (1) The reactants are C([Sn]([N:14]=[N+:15]=[N-:16])(CCCC)CCCC)CCC.[C:17]([C:19]1[C:20](=[O:48])[N:21]([CH2:25][C@H:26]2[C@H:32]([C:33]3[CH:38]=[CH:37][C:36]([Cl:39])=[C:35]([Cl:40])[CH:34]=3)[O:31][CH2:30][CH2:29][N:28]([C:41]([O:43][C:44]([CH3:47])([CH3:46])[CH3:45])=[O:42])[CH2:27]2)[CH:22]=[CH:23][CH:24]=1)#[N:18]. The catalyst is C1(C)C=CC=CC=1. The product is [Cl:40][C:35]1[CH:34]=[C:33]([C@@H:32]2[O:31][CH2:30][CH2:29][N:28]([C:41]([O:43][C:44]([CH3:45])([CH3:47])[CH3:46])=[O:42])[CH2:27][C@H:26]2[CH2:25][N:21]2[CH:22]=[CH:23][CH:24]=[C:19]([C:17]3[NH:16][N:15]=[N:14][N:18]=3)[C:20]2=[O:48])[CH:38]=[CH:37][C:36]=1[Cl:39]. The yield is 0.686. (2) The reactants are C(OC(=O)[CH2:5][O:6][C@H:7]1[CH2:10][C@@H:9]([N:11]2[C:16](=[O:17])[C:15]([CH2:18][C:19]3[CH:24]=[CH:23][C:22]([C:25]4[CH:30]=[CH:29][CH:28]=[CH:27][C:26]=4[C:31]#[N:32])=[CH:21][C:20]=3[F:33])=[C:14]([CH2:34][CH2:35][CH3:36])[N:13]3[N:37]=[CH:38][N:39]=[C:12]23)[CH2:8]1)C.C[Mg]Br.Cl. The catalyst is O1CCCC1. The product is [F:33][C:20]1[CH:21]=[C:22]([C:25]2[C:26]([C:31]#[N:32])=[CH:27][CH:28]=[CH:29][CH:30]=2)[CH:23]=[CH:24][C:19]=1[CH2:18][C:15]1[C:16](=[O:17])[N:11]([C@H:9]2[CH2:10][C@@H:7]([O:6][CH2:5][C:7]([OH:6])([CH3:10])[CH3:8])[CH2:8]2)[C:12]2[N:13]([N:37]=[CH:38][N:39]=2)[C:14]=1[CH2:34][CH2:35][CH3:36]. The yield is 0.600. (3) The reactants are [F:1][C:2]([F:16])([C:8]1[CH:13]=[CH:12][CH:11]=[C:10]([CH:14]=O)[CH:9]=1)[C:3]([O:5][CH2:6][CH3:7])=[O:4].[CH3:17][N:18]1[CH2:23][CH2:22][NH:21][CH2:20][CH2:19]1.C(O)(=O)C.C([BH3-])#N.[Na+]. The catalyst is C(O)C. The product is [F:1][C:2]([F:16])([C:8]1[CH:13]=[CH:12][CH:11]=[C:10]([CH2:14][N:21]2[CH2:22][CH2:23][N:18]([CH3:17])[CH2:19][CH2:20]2)[CH:9]=1)[C:3]([O:5][CH2:6][CH3:7])=[O:4]. The yield is 0.740.